Dataset: Catalyst prediction with 721,799 reactions and 888 catalyst types from USPTO. Task: Predict which catalyst facilitates the given reaction. (1) Reactant: [CH:1]1([O:7][C:8]([CH2:10][O:11][C:12](=[O:16])[CH2:13][CH2:14][NH2:15])=[O:9])[CH2:6][CH2:5][CH2:4][CH2:3][CH2:2]1.Cl[S:18]([C:21]1[CH:22]=[C:23]([CH:27]=[CH:28][CH:29]=1)[C:24]([OH:26])=[O:25])(=[O:20])=[O:19].C(N(CC)C(C)C)(C)C. Product: [CH:1]1([O:7][C:8]([CH2:10][O:11][C:12]([CH2:13][CH2:14][NH:15][S:18]([C:21]2[CH:22]=[C:23]([CH:27]=[CH:28][CH:29]=2)[C:24]([OH:26])=[O:25])(=[O:20])=[O:19])=[O:16])=[O:9])[CH2:2][CH2:3][CH2:4][CH2:5][CH2:6]1. The catalyst class is: 2. (2) Reactant: [NH2:1][C:2]1[C:7]([C:8]([O:10][CH2:11][C:12]2[CH:17]=[CH:16][CH:15]=[CH:14][CH:13]=2)=[O:9])=[C:6]([CH3:18])[C:5]([Br:19])=[CH:4][CH:3]=1.[F:20][C:21]1[CH:22]=[C:23]([S:27](Cl)(=[O:29])=[O:28])[CH:24]=[CH:25][CH:26]=1.N1C=CC=CC=1. Product: [Br:19][C:5]1[C:6]([CH3:18])=[C:7]([C:2]([NH:1][S:27]([C:23]2[CH:24]=[CH:25][CH:26]=[C:21]([F:20])[CH:22]=2)(=[O:29])=[O:28])=[CH:3][CH:4]=1)[C:8]([O:10][CH2:11][C:12]1[CH:13]=[CH:14][CH:15]=[CH:16][CH:17]=1)=[O:9]. The catalyst class is: 4.